This data is from Catalyst prediction with 721,799 reactions and 888 catalyst types from USPTO. The task is: Predict which catalyst facilitates the given reaction. (1) Reactant: [CH3:1][CH:2]1[CH2:6][CH2:5][CH2:4][N:3]1[CH2:7][CH2:8][CH2:9][O:10][C:11]1[CH:16]=[CH:15][C:14]([C:17]2[S:18][C:19]3[CH2:25][CH2:24][CH:23]([NH:26]C(=O)OCC4C=CC=CC=4)[CH2:22][C:20]=3[N:21]=2)=[CH:13][CH:12]=1.O. Product: [CH3:1][CH:2]1[CH2:6][CH2:5][CH2:4][N:3]1[CH2:7][CH2:8][CH2:9][O:10][C:11]1[CH:16]=[CH:15][C:14]([C:17]2[S:18][C:19]3[CH2:25][CH2:24][CH:23]([NH2:26])[CH2:22][C:20]=3[N:21]=2)=[CH:13][CH:12]=1. The catalyst class is: 33. (2) Reactant: [F:1][N:2]1[C:11]2=[CH:12][C:13](=[O:16])[CH2:14][N:15]=[C:9]3[C:10]2=[C:5]([CH2:6][CH:7]([C:23]2[CH:28]=[CH:27][C:26]([F:29])=[CH:25][CH:24]=2)[CH:8]3[C:17]2[N:21]([CH3:22])[N:20]=[CH:19][N:18]=2)[C:4](C(OC(C)(C)C)=O)=[N:3]1.Cl. Product: [F:1][N:2]1[C:11]2=[CH:12][C:13](=[O:16])[CH2:14][N:15]=[C:9]3[C:10]2=[C:5]([CH2:6][CH:7]([C:23]2[CH:24]=[CH:25][C:26]([F:29])=[CH:27][CH:28]=2)[CH:8]3[C:17]2[N:21]([CH3:22])[N:20]=[CH:19][N:18]=2)[CH2:4][NH:3]1. The catalyst class is: 15. (3) Reactant: [CH3:1][CH2:2][CH2:3][CH2:4][CH2:5][CH2:6][CH2:7][CH2:8]/[CH:9]=[CH:10]\[CH2:11][CH2:12][CH2:13][CH2:14][CH2:15][CH2:16][CH2:17][C:18]([O:20][CH2:21][CH:22]([CH2:43][O:44][C:45]([CH2:47][CH2:48][CH2:49][CH2:50][CH2:51][CH2:52][CH2:53]/[CH:54]=[CH:55]\[CH2:56][CH2:57][CH2:58][CH2:59][CH2:60][CH2:61][CH2:62][CH3:63])=[O:46])[O:23][C:24]([CH2:26][CH2:27][CH2:28][CH2:29][CH2:30][CH2:31][CH2:32]/[CH:33]=[CH:34]\[CH2:35][CH2:36][CH2:37][CH2:38][CH2:39][CH2:40][CH2:41][CH3:42])=[O:25])=[O:19].C(O)C.C(O)(C)C. Product: [CH3:1][CH2:2][CH2:3][CH2:4][CH2:5][CH2:6][CH2:7][CH2:8][CH2:9][CH2:10][CH2:11][CH2:12][CH2:13][CH2:14][CH2:15][CH2:16][CH2:17][C:18]([O:20][CH2:21][CH:22]([O:23][C:24]([CH2:26][CH2:27][CH2:28][CH2:29][CH2:30][CH2:31][CH2:32][CH2:33][CH2:34][CH2:35][CH2:36][CH2:37][CH2:38][CH2:39][CH2:40][CH2:41][CH3:42])=[O:25])[CH2:43][O:44][C:45]([CH2:47][CH2:48][CH2:49][CH2:50][CH2:51][CH2:52][CH2:53][CH2:54][CH2:55][CH2:56][CH2:57][CH2:58][CH2:59][CH2:60][CH2:61][CH2:62][CH3:63])=[O:46])=[O:19]. The catalyst class is: 21. (4) Reactant: O=[C:2]1[NH:11][C:10]2[C:9]([C:12]([O:14][CH2:15][CH3:16])=[O:13])=[CH:8][CH:7]=[CH:6][C:5]=2[N:4]2[CH:17]=[CH:18][N:19]=[C:3]12.C(#N)C.C(N(CC)CC)C.P(Cl)(Cl)([Cl:32])=O. Product: [Cl:32][C:2]1[C:3]2[N:4]([CH:17]=[CH:18][N:19]=2)[C:5]2[CH:6]=[CH:7][CH:8]=[C:9]([C:12]([O:14][CH2:15][CH3:16])=[O:13])[C:10]=2[N:11]=1. The catalyst class is: 72. (5) Reactant: [CH3:1][N:2]([CH3:28])[C:3]1[C:8]([CH2:9][CH3:10])=[CH:7][C:6]([PH:11](=O)[C:12]2[CH:17]=[C:16]([CH2:18][CH3:19])[C:15]([N:20]([CH3:22])[CH3:21])=[C:14]([CH2:23][CH3:24])[CH:13]=2)=[CH:5][C:4]=1[CH2:26][CH3:27].[BH3:29].O1CCCC1. Product: [CH3:28][N:2]([CH3:1])[C:3]1[C:8]([CH2:9][CH3:10])=[CH:7][C:6]([PH:11][C:12]2[CH:17]=[C:16]([CH2:18][CH3:19])[C:15]([N:20]([CH3:21])[CH3:22])=[C:14]([CH2:23][CH3:24])[CH:13]=2)=[CH:5][C:4]=1[CH2:26][CH3:27].[BH3:29]. The catalyst class is: 11. (6) Reactant: [ClH:1].[C:2]12([C:12]3[N:13]=[C:14]4[N:18]([CH:19]=3)[C:17]([C:20]3[CH:25]=[CH:24][C:23]([O:26]C)=[C:22]([O:28]C)[CH:21]=3)=[CH:16][S:15]4)[CH2:11][CH:6]3[CH2:7][CH:8]([CH2:10][CH:4]([CH2:5]3)[CH2:3]1)[CH2:9]2.B(Br)(Br)Br. Product: [ClH:1].[C:2]12([C:12]3[N:13]=[C:14]4[N:18]([CH:19]=3)[C:17]([C:20]3[CH:21]=[C:22]([OH:28])[C:23]([OH:26])=[CH:24][CH:25]=3)=[CH:16][S:15]4)[CH2:11][CH:6]3[CH2:5][CH:4]([CH2:10][CH:8]([CH2:7]3)[CH2:9]1)[CH2:3]2. The catalyst class is: 4. (7) Reactant: BrC1C(O)CCCN1C(=O)[C@H](C(C)C)NC(OC(C)(C)C)=O.C(OC(=O)C)(=O)C.[C:30]([O:33][C@@H:34]1[CH2:39][C@H:38]([Br:40])[CH2:37][CH2:36][N:35]1[C:41](=[O:54])[C@@H:42]([CH:51]([CH3:53])[CH3:52])[NH:43][C:44]([O:46][C:47]([CH3:50])([CH3:49])[CH3:48])=[O:45])(=[O:32])[CH3:31]. Product: [C:30]([O:33][C@H:34]1[CH2:39][C@@H:38]([Br:40])[CH2:37][CH2:36][N:35]1[C:41](=[O:54])[C@@H:42]([CH:51]([CH3:52])[CH3:53])[NH:43][C:44]([O:46][C:47]([CH3:49])([CH3:48])[CH3:50])=[O:45])(=[O:32])[CH3:31]. The catalyst class is: 17. (8) Reactant: [NH:1]([C:3]1[CH:8]=[CH:7][CH:6]=[CH:5][N:4]=1)N.[CH3:9][O:10][C:11]1[CH:20]=[C:19]2[C:14]([CH2:15][CH2:16][C:17](=O)[C:18]2([CH3:22])[CH3:21])=[CH:13][CH:12]=1. Product: [CH3:9][O:10][C:11]1[CH:12]=[CH:13][C:14]2[CH2:15][C:16]3[C:8]4[CH:7]=[CH:6][CH:5]=[N:4][C:3]=4[NH:1][C:17]=3[C:18]([CH3:21])([CH3:22])[C:19]=2[CH:20]=1. The catalyst class is: 514. (9) Reactant: O=C1C2C(=CC=CC=2)C(=O)[N:3]1[CH2:12][CH2:13][CH2:14][CH2:15][N:16]1[CH2:21][CH2:20][N:19]([C:22]([O:24][C:25]([CH3:28])([CH3:27])[CH3:26])=[O:23])[CH2:18][CH2:17]1.O.NN. Product: [NH2:3][CH2:12][CH2:13][CH2:14][CH2:15][N:16]1[CH2:21][CH2:20][N:19]([C:22]([O:24][C:25]([CH3:28])([CH3:27])[CH3:26])=[O:23])[CH2:18][CH2:17]1. The catalyst class is: 8. (10) Reactant: [NH2:1][CH:2]1[CH2:11][C:10]2[C:9]([C:12]([NH2:14])=[O:13])=[CH:8][CH:7]=[C:6]([F:15])[C:5]=2[O:4][CH2:3]1.[Cl:16][C:17]1[CH:18]=[C:19]2[C:23](=[CH:24][CH:25]=1)[NH:22][CH:21]=[C:20]2[CH2:26][CH2:27][CH:28]=O.C(O)(=O)C.C([BH3-])#N.[Na+]. Product: [Cl:16][C:17]1[CH:18]=[C:19]2[C:23](=[CH:24][CH:25]=1)[NH:22][CH:21]=[C:20]2[CH2:26][CH2:27][CH2:28][NH:1][CH:2]1[CH2:11][C:10]2[C:9]([C:12]([NH2:14])=[O:13])=[CH:8][CH:7]=[C:6]([F:15])[C:5]=2[O:4][CH2:3]1. The catalyst class is: 5.